From a dataset of Reaction yield outcomes from USPTO patents with 853,638 reactions. Predict the reaction yield, written as a fraction of the theoretical maximum amount of product (1.0 means a 100% yield; for example, 0.34 means a 34% yield). (1) The reactants are C[O:2][C:3](=O)[CH:4]([N:6]1[CH:15]([C:16](OC)=[O:17])[CH2:14][C:13]2[C:8](=[CH:9][CH:10]=[CH:11][CH:12]=2)[C:7]1=[O:20])[CH3:5].[Li+].[BH4-].CO. The catalyst is C1COCC1.C(Cl)Cl. The product is [OH:17][CH2:16][CH:15]1[CH2:14][C:13]2[C:8](=[CH:9][CH:10]=[CH:11][CH:12]=2)[C:7](=[O:20])[N:6]1[CH:4]([CH3:5])[CH2:3][OH:2]. The yield is 0.890. (2) The reactants are [Cl:1][C:2]1[C:3]([O:12][C:13]2[CH:18]=[C:17]([O:19][CH2:20][C:21]([OH:24])([CH3:23])[CH3:22])[CH:16]=[CH:15][C:14]=2/[CH:25]=[CH:26]/[C:27]([O:29]CC)=[O:28])=[N:4][CH:5]=[C:6]([C:8]([F:11])([F:10])[F:9])[CH:7]=1.[OH-].[Na+].Cl. The catalyst is O1CCCC1.C(O)C. The product is [Cl:1][C:2]1[C:3]([O:12][C:13]2[CH:18]=[C:17]([O:19][CH2:20][C:21]([OH:24])([CH3:22])[CH3:23])[CH:16]=[CH:15][C:14]=2/[CH:25]=[CH:26]/[C:27]([OH:29])=[O:28])=[N:4][CH:5]=[C:6]([C:8]([F:9])([F:11])[F:10])[CH:7]=1. The yield is 0.740. (3) The reactants are [CH3:1][C:2]1[CH:3]=[CH:4][C:5]([N+:11]([O-:13])=[O:12])=[C:6]([CH:10]=1)[C:7]([OH:9])=O.C(Cl)(=O)C(Cl)=O.[NH2:20][C:21]1[CH:26]=[CH:25][C:24]([Cl:27])=[CH:23][N:22]=1.N1C=CC=CC=1. The catalyst is ClCCl.CN(C)C=O. The product is [Cl:27][C:24]1[CH:25]=[CH:26][C:21]([NH:20][C:7]([C:6]2[CH:10]=[C:2]([CH3:1])[CH:3]=[CH:4][C:5]=2[N+:11]([O-:13])=[O:12])=[O:9])=[N:22][CH:23]=1. The yield is 0.920. (4) The reactants are [F:1][C:2]1[CH:28]=[C:27]([F:29])[CH:26]=[CH:25][C:3]=1[C:4]([NH:6][C:7]1[CH:12]=[C:11]([O:13][CH2:14][CH2:15][O:16][CH3:17])[CH:10]=[CH:9][C:8]=1/[CH:18]=[CH:19]/[C:20]([O:22]CC)=[O:21])=[O:5].[OH-].[Na+]. The catalyst is O1CCCC1.C(O)C. The product is [F:1][C:2]1[CH:28]=[C:27]([F:29])[CH:26]=[CH:25][C:3]=1[C:4]([NH:6][C:7]1[CH:12]=[C:11]([O:13][CH2:14][CH2:15][O:16][CH3:17])[CH:10]=[CH:9][C:8]=1/[CH:18]=[CH:19]/[C:20]([OH:22])=[O:21])=[O:5]. The yield is 0.860.